This data is from Full USPTO retrosynthesis dataset with 1.9M reactions from patents (1976-2016). The task is: Predict the reactants needed to synthesize the given product. Given the product [NH:43]([C:3](=[O:2])[CH2:4][N:5]1[C:9]([C:10]2[CH:11]=[CH:12][CH:13]=[CH:14][CH:15]=2)=[CH:8][CH:7]=[C:6]1[C:16]1[CH:17]=[C:18]([NH:22][C:23]([C:25]2[CH:29]=[C:28]([CH3:30])[O:27][N:26]=2)=[O:24])[CH:19]=[CH:20][CH:21]=1)[C:42]([NH2:44])=[NH:41], predict the reactants needed to synthesize it. The reactants are: C[O:2][C:3](=O)[CH2:4][N:5]1[C:9]([C:10]2[CH:15]=[CH:14][CH:13]=[CH:12][CH:11]=2)=[CH:8][CH:7]=[C:6]1[C:16]1[CH:21]=[CH:20][CH:19]=[C:18]([NH:22][C:23]([C:25]2[CH:29]=[C:28]([CH3:30])[O:27][N:26]=2)=[O:24])[CH:17]=1.CS(C)=O.C(O)(=O)C.O.[NH2:41][C:42]([NH2:44])=[NH:43].